From a dataset of Full USPTO retrosynthesis dataset with 1.9M reactions from patents (1976-2016). Predict the reactants needed to synthesize the given product. (1) Given the product [CH3:1][O:2][C:3]1[CH:4]=[C:5]2[C:14](=[CH:15][CH:16]=1)[CH:13]=[C:12]([C:18]1[CH:23]=[CH:22][C:21]([O:24][CH3:25])=[CH:20][CH:19]=1)[CH:11]1[CH:6]2[CH2:7][CH2:8][CH2:9][CH2:10]1, predict the reactants needed to synthesize it. The reactants are: [CH3:1][O:2][C:3]1[CH:4]=[C:5]2[C:14](=[CH:15][CH:16]=1)[CH:13](O)[CH:12]([C:18]1[CH:23]=[CH:22][C:21]([O:24][CH3:25])=[CH:20][CH:19]=1)[CH:11]1[CH:6]2[CH2:7][CH2:8][CH2:9][CH2:10]1.C1(C)C=CC(S(O)(=O)=O)=CC=1.C1C=CC=CC=1. (2) Given the product [NH2:25][C:8]1[N:7]=[C:6]([O:5][CH2:1][CH2:2][CH2:3][CH3:4])[N:14]=[C:13]2[C:9]=1[NH:10][C:11](=[O:23])[N:12]2[CH2:15][CH2:16][CH:17]1[CH2:22][CH2:21][CH2:20][CH2:19][NH:18]1, predict the reactants needed to synthesize it. The reactants are: [CH2:1]([O:5][C:6]1[N:14]=[C:13]2[C:9]([N:10]=[C:11]([O:23]C)[N:12]2[CH2:15][CH2:16][CH:17]2[CH2:22][CH2:21][CH2:20][CH2:19][NH:18]2)=[C:8]([NH2:25])[N:7]=1)[CH2:2][CH2:3][CH3:4].Cl. (3) Given the product [CH3:20][C:15]1[C:14]([C:8]2[C:9]([O:12][CH3:13])=[CH:10][C:11]3[C:2]4[N:31]([CH2:30][C:25]5[CH:26]=[CH:27][CH:28]=[CH:29][N:24]=5)[C:62]([CH:59]5[CH2:60][CH2:61][O:56][CH2:57][CH2:58]5)=[N:21][C:3]=4[CH:4]=[N:5][C:6]=3[CH:7]=2)=[C:18]([CH3:19])[O:17][N:16]=1, predict the reactants needed to synthesize it. The reactants are: Cl[C:2]1[C:11]2[C:6](=[CH:7][C:8]([C:14]3[C:15]([CH3:20])=[N:16][O:17][C:18]=3[CH3:19])=[C:9]([O:12][CH3:13])[CH:10]=2)[N:5]=[CH:4][C:3]=1[N+:21]([O-])=O.[N:24]1[CH:29]=[CH:28][CH:27]=[CH:26][C:25]=1[CH2:30][NH2:31].CN(C(ON1N=NC2C=CC=NC1=2)=[N+](C)C)C.F[P-](F)(F)(F)(F)F.[O:56]1[CH2:61][CH2:60][CH:59]([C:62](O)=O)[CH2:58][CH2:57]1.C(=O)([O-])O.[Na+].